This data is from Reaction yield outcomes from USPTO patents with 853,638 reactions. The task is: Predict the reaction yield, written as a fraction of the theoretical maximum amount of product (1.0 means a 100% yield; for example, 0.34 means a 34% yield). (1) The reactants are [NH2:1][C:2]1[CH:7]=[C:6]([C:8]#[N:9])[CH:5]=[CH:4][N:3]=1.P(OCC)(OCC)([S-])=[S:11].O1CCCC1.C(=O)(O)[O-].[Na+]. The catalyst is O. The product is [NH2:1][C:2]1[CH:7]=[C:6]([C:8](=[S:11])[NH2:9])[CH:5]=[CH:4][N:3]=1. The yield is 0.810. (2) The reactants are [Br:1][C:2]1[C:3]([C:7]#[N:8])=[N:4][NH:5][CH:6]=1.[O:9]1[CH:14]=[CH:13][CH2:12][CH2:11][CH2:10]1.[H-].[Na+]. The catalyst is C(O)(C(F)(F)F)=O. The product is [Br:1][C:2]1[CH:6]=[N:5][N:4]([CH:10]2[CH2:11][CH2:12][CH2:13][CH2:14][O:9]2)[C:3]=1[C:7]#[N:8]. The yield is 0.400. (3) The product is [C:14]1([C:17]2[CH:18]=[CH:19][CH:20]=[CH:21][CH:22]=2)[CH:15]=[CH:16][C:11]([C:9]2[O:10][C:6]([CH2:5][C:4]([OH:23])=[O:3])=[CH:7][CH:8]=2)=[CH:12][CH:13]=1. The catalyst is C1COCC1. The reactants are C([O:3][C:4](=[O:23])[CH2:5][C:6]1[O:10][C:9]([C:11]2[CH:16]=[CH:15][C:14]([C:17]3[CH:22]=[CH:21][CH:20]=[CH:19][CH:18]=3)=[CH:13][CH:12]=2)=[CH:8][CH:7]=1)C.[Li+].[OH-].Cl. The yield is 1.00. (4) The product is [Cl:8][C:3]1[C:2]([O:12][CH2:11][C:10]([F:14])([F:13])[F:9])=[CH:7][CH:6]=[CH:5][N:4]=1. No catalyst specified. The reactants are N[C:2]1[C:3]([Cl:8])=[N:4][CH:5]=[CH:6][CH:7]=1.[F:9][C:10]([F:14])([F:13])[CH2:11][OH:12].CS(O)(=O)=O.N(OC(C)(C)C)=O.C(=O)(O)[O-].[Na+]. The yield is 0.673.